Dataset: Experimentally validated miRNA-target interactions with 360,000+ pairs, plus equal number of negative samples. Task: Binary Classification. Given a miRNA mature sequence and a target amino acid sequence, predict their likelihood of interaction. (1) The miRNA is mmu-miR-669j with sequence UGCAUAUACUCACAUGCAAACA. The protein sequence of the target gene is MYLQGTKQTFLENMNGTENLTTSLINNTCHDTIDEFRNQVYSTMYSVISVVGFFGNSFVLYVLIKTYHEKSAFQVYMINLAIADLLCVCTLPLRVVYYVHKGKWLFGDFLCRLTTYALYVNLYCSIFFMTAMSFFRCVAIVFPVQNINLVTQKKARFVCIGIWIFVILTSSPFLMYKSYQDEKNNTKCFEPPQNNQAKKYVLILHYVSLFFGFIIPFVTIIVCYTMIILTLLKNTMKKNMPSRRKAIGMIIVVTAAFLVSFMPYHIQRTIHLHLLHSETRPCDSVLRMQKSVVITLSLAA.... Result: 1 (interaction). (2) The miRNA is hsa-miR-3155b with sequence CCAGGCUCUGCAGUGGGA. The protein sequence of the target gene is MGSTWGSPGWVRLALCLTGLVLSLYALHVKAARARDRDYRALCDVGTAISCSRVFSSRWGRGFGLVEHVLGQDSILNQSNSIFGCIFYTLQLLLGCLRTRWASVLMLLSSLVSLAGSVYLAWILFFVLYDFCIVCITTYAINVSLMWLSFRKVQEPQGKAKRH. Result: 1 (interaction). (3) The miRNA is hsa-miR-4478 with sequence GAGGCUGAGCUGAGGAG. The protein sequence of the target gene is MSGSRQAGSGSAGTSPGSSAASSVTSASSSLSSSPSPPSVAVSAAALVSGGVAQAAGSGGLGGPVRPVLVAPAVSGSGGGAVSTGLSRHSCAARPSAGVGGSSSSLGSGSRKRPLLAPLCNGLINSYEDKSNDFVCPICFDMIEEAYMTKCGHSFCYKCIHQSLEDNNRCPKCNYVVDNIDHLYPNFLVNELILKQKQRFEEKRFKLDHSVSSTNGHRWQIFQDWLGTDQDNLDLANVNLMLELLVQKKKQLEAESHAAQLQILMEFLKVARRNKREQLEQIQKELSVLEEDIKRVEEMS.... Result: 0 (no interaction). (4) The miRNA is hsa-let-7a-5p with sequence UGAGGUAGUAGGUUGUAUAGUU. The protein sequence of the target gene is MAAGGSDPRAGDVEEDASQLIFPKEFETAETLLNSEVHMLLEHRKQQNESAEDEQELSEVFMKTLNYTARFSRFKNRETIASVRSLLLQKKLHKFELACLANLCPETAEESKALIPSLEGRFEDEELQQILDDIQTKRSFQY. Result: 1 (interaction).